This data is from Forward reaction prediction with 1.9M reactions from USPTO patents (1976-2016). The task is: Predict the product of the given reaction. (1) The product is: [Br:20][C:7]1[S:6][C:5](=[N:9][C:10]2[N:15]=[C:14]([C:16]([O:18][CH3:19])=[O:17])[CH:13]=[CH:12][CH:11]=2)[N:4]([CH2:3][O:2][CH3:1])[CH:8]=1. Given the reactants [CH3:1][O:2][CH2:3][N:4]1[CH:8]=[CH:7][S:6][C:5]1=[N:9][C:10]1[N:15]=[C:14]([C:16]([O:18][CH3:19])=[O:17])[CH:13]=[CH:12][CH:11]=1.[Br:20]N1C(=O)CCC1=O, predict the reaction product. (2) Given the reactants [OH:1][C:2]1[CH:9]=[CH:8][CH:7]=[CH:6][C:3]=1[CH2:4][OH:5].[F:10][C:11]([F:21])([F:20])[C:12]1[CH:19]=[CH:18][CH:17]=[CH:16][C:13]=1[CH2:14]Br.C(=O)([O-])[O-].[K+].[K+], predict the reaction product. The product is: [F:10][C:11]([F:20])([F:21])[C:12]1[CH:19]=[CH:18][CH:17]=[CH:16][C:13]=1[CH2:14][O:1][C:2]1[CH:9]=[CH:8][CH:7]=[CH:6][C:3]=1[CH2:4][OH:5]. (3) The product is: [Cl:15][C:11]1[CH:10]=[C:6]2[C:5](=[C:13]([I:14])[CH:12]=1)[N:4]=[CH:1][NH:3][C:7]2=[O:8]. Given the reactants [CH:1]([NH2:3])=O.[NH2:4][C:5]1[C:13]([I:14])=[CH:12][C:11]([Cl:15])=[CH:10][C:6]=1[C:7](O)=[O:8], predict the reaction product. (4) Given the reactants C(O[C:9]1C=[N:11][CH:12]=[C:13]([CH2:15][C:16]2[CH:21]=[CH:20][C:19]([Br:22])=[CH:18][CH:17]=2)[CH:14]=1)C1C=CC=CC=1.[N:23]1C=CC(C(O)=O)=CN=1, predict the reaction product. The product is: [Br:22][C:19]1[CH:20]=[CH:21][C:16]([CH2:15][C:13]2[CH:14]=[CH:9][N:23]=[N:11][CH:12]=2)=[CH:17][CH:18]=1. (5) The product is: [OH:17][C:18]1[CH:23]=[C:22]([C:2]2[CH:16]=[CH:15][CH:14]=[C:4]([CH2:5][NH:6][C:7](=[O:13])[O:8][C:9]([CH3:12])([CH3:11])[CH3:10])[CH:3]=2)[CH:21]=[CH:20][CH:19]=1. Given the reactants Br[C:2]1[CH:3]=[C:4]([CH:14]=[CH:15][CH:16]=1)[CH2:5][NH:6][C:7](=[O:13])[O:8][C:9]([CH3:12])([CH3:11])[CH3:10].[OH:17][C:18]1[CH:19]=[C:20](B(O)O)[CH:21]=[CH:22][CH:23]=1, predict the reaction product. (6) Given the reactants [NH2:1][CH2:2][CH2:3][NH:4][C:5]1[N:10]=[C:9]([C:11]2[CH:16]=[CH:15][C:14]([Cl:17])=[CH:13][C:12]=2[Cl:18])[C:8]([CH2:19][N:20]2[CH2:25][CH2:24][O:23][CH2:22][CH2:21]2)=[CH:7][N:6]=1.Cl[C:27]1[CH:32]=[CH:31][C:30]([N+:33]([O-:35])=[O:34])=[C:29]([NH2:36])[N:28]=1, predict the reaction product. The product is: [Cl:18][C:12]1[CH:13]=[C:14]([Cl:17])[CH:15]=[CH:16][C:11]=1[C:9]1[C:8]([CH2:19][N:20]2[CH2:25][CH2:24][O:23][CH2:22][CH2:21]2)=[CH:7][N:6]=[C:5]([NH:4][CH2:3][CH2:2][NH:1][C:27]2[CH:32]=[CH:31][C:30]([N+:33]([O-:35])=[O:34])=[C:29]([NH2:36])[N:28]=2)[N:10]=1. (7) Given the reactants N1[CH:6]=[CH:5][N:4]=[CH:3][C:2]=1[C:7](O)=O.Cl.[CH2:11](N=C=NCCCN(C)C)C.[F:22][C:23]1[CH:44]=[CH:43][C:26]([O:27][C:28]2[CH:33]=[C:32]([O:34][C:35]3[CH:36]=[N:37][CH:38]=[CH:39][CH:40]=3)[CH:31]=[C:30]([NH2:41])[C:29]=2[NH2:42])=[CH:25][CH:24]=1.FC1C=CC(O)=CC=1.OC1C=NC=CC=1.O.C1(C)C=CC(S(O)(=O)=O)=CC=1, predict the reaction product. The product is: [F:22][C:23]1[CH:44]=[CH:43][C:26]([O:27][C:28]2[C:29]3[N:42]=[C:7]([C:2]4[CH:11]=[CH:6][CH:5]=[CH:4][N:3]=4)[NH:41][C:30]=3[CH:31]=[C:32]([O:34][C:35]3[CH:36]=[N:37][CH:38]=[CH:39][CH:40]=3)[CH:33]=2)=[CH:25][CH:24]=1. (8) Given the reactants [CH2:1]([C@@:8]12[CH2:21][CH2:20][C:19](=[O:22])[CH:18]=[C:17]1[CH2:16][CH2:15][C:14]1[CH:13]=[C:12]([C:23]([O:25][CH3:26])=[O:24])[CH:11]=[CH:10][C:9]2=1)[C:2]1C=CC=CC=1.C1COCC1, predict the reaction product. The product is: [CH2:1]([C@:8]12[CH2:21][CH2:20][C:19](=[O:22])[CH2:18][C@H:17]1[CH2:16][CH2:15][C:14]1[CH:13]=[C:12]([C:23]([O:25][CH3:26])=[O:24])[CH:11]=[CH:10][C:9]2=1)[CH3:2].[CH2:1]([C@@:8]12[CH2:21][CH2:20][C:19](=[O:22])[CH2:18][C@@H:17]1[CH2:16][CH2:15][C:14]1[CH:13]=[C:12]([C:23]([O:25][CH3:26])=[O:24])[CH:11]=[CH:10][C:9]2=1)[CH3:2]. (9) Given the reactants [C:1]([O:5][C:6](=[O:25])[N:7]([CH2:9][CH2:10][O:11][C:12]1[CH:17]=[C:16](Cl)[N:15]=[C:14]([N:19]2[CH2:24][CH2:23][O:22][CH2:21][CH2:20]2)[N:13]=1)[CH3:8])([CH3:4])([CH3:3])[CH3:2].[NH2:26][NH2:27], predict the reaction product. The product is: [C:1]([O:5][C:6](=[O:25])[N:7]([CH2:9][CH2:10][O:11][C:12]1[CH:17]=[C:16]([NH:26][NH2:27])[N:15]=[C:14]([N:19]2[CH2:24][CH2:23][O:22][CH2:21][CH2:20]2)[N:13]=1)[CH3:8])([CH3:4])([CH3:3])[CH3:2]. (10) Given the reactants CC(C)([O-])C.[K+].C1(C)C=CC(S([CH2:16][N+:17]#[C-])(=O)=O)=CC=1.[CH:20]([C@H:22]1[N:27]([C:28]([C:30]2[CH:34]=[C:33]([CH3:35])[N:32]([C:36]3[CH:41]=[CH:40][CH:39]=[CH:38][CH:37]=3)[C:31]=2[C:42]2[CH:47]=[CH:46][CH:45]=[CH:44][CH:43]=2)=[O:29])[CH2:26][CH2:25][N:24]([C:48]([O:50][C:51]([CH3:54])([CH3:53])[CH3:52])=[O:49])[CH2:23]1)=O.CO, predict the reaction product. The product is: [C:16]([CH2:20][CH:22]1[N:27]([C:28]([C:30]2[CH:34]=[C:33]([CH3:35])[N:32]([C:36]3[CH:37]=[CH:38][CH:39]=[CH:40][CH:41]=3)[C:31]=2[C:42]2[CH:43]=[CH:44][CH:45]=[CH:46][CH:47]=2)=[O:29])[CH2:26][CH2:25][N:24]([C:48]([O:50][C:51]([CH3:53])([CH3:52])[CH3:54])=[O:49])[CH2:23]1)#[N:17].